This data is from TCR-epitope binding with 47,182 pairs between 192 epitopes and 23,139 TCRs. The task is: Binary Classification. Given a T-cell receptor sequence (or CDR3 region) and an epitope sequence, predict whether binding occurs between them. (1) The epitope is GTITSGWTF. The TCR CDR3 sequence is CASSLSTEQFF. Result: 0 (the TCR does not bind to the epitope). (2) The epitope is TPQDLNTML. Result: 0 (the TCR does not bind to the epitope). The TCR CDR3 sequence is CASSLGAGGGSYEQYF. (3) Result: 1 (the TCR binds to the epitope). The epitope is KRWIILGLNK. The TCR CDR3 sequence is CASSQGRLDNGQYF. (4) The epitope is NLSALGIFST. The TCR CDR3 sequence is CASSLGLPGFGTEAFF. Result: 1 (the TCR binds to the epitope). (5) The epitope is YLQPRTFLL. The TCR CDR3 sequence is CSARDGLAMNTGELFF. Result: 1 (the TCR binds to the epitope). (6) The epitope is SFHSLHLLF. The TCR CDR3 sequence is CASSQDPLASGELFF. Result: 0 (the TCR does not bind to the epitope). (7) The epitope is RQLLFVVEV. Result: 1 (the TCR binds to the epitope). The TCR CDR3 sequence is CASSGGWRTGELFF. (8) The epitope is KRWIIMGLNK. The TCR CDR3 sequence is CATSGAETHNTGELFF. Result: 0 (the TCR does not bind to the epitope). (9) The TCR CDR3 sequence is CASSDSYRGSYNEQFF. The epitope is GLIYNRMGAVTTEV. Result: 0 (the TCR does not bind to the epitope). (10) The epitope is FLYNLLTRV. The TCR CDR3 sequence is CASSFYRQGSDTQYF. Result: 0 (the TCR does not bind to the epitope).